This data is from Forward reaction prediction with 1.9M reactions from USPTO patents (1976-2016). The task is: Predict the product of the given reaction. (1) Given the reactants [CH3:1][C@H:2]1[C:9]([S:10][C@@H:11]2[CH2:15][NH:14][C@H:13]([C:16]([N:18]([CH3:20])[CH3:19])=[O:17])[CH2:12]2)=[C:8]([C:21]([OH:23])=[O:22])[N:7]2[C@H:3]1[C@@H:4]([C@H:24]([OH:26])[CH3:25])[C:5]2=[O:6].[OH:27]P([O-])(O)=O.[K+], predict the reaction product. The product is: [CH3:1][C@H:2]1[C:9]([S:10][C@@H:11]2[CH2:15][NH:14][C@H:13]([C:16]([N:18]([CH3:19])[CH3:20])=[O:17])[CH2:12]2)=[C:8]([C:21]([OH:23])=[O:22])[N:7]2[C@H:3]1[C@@H:4]([C@H:24]([OH:26])[CH3:25])[C:5]2=[O:6].[OH2:27].[OH2:6].[OH2:6]. (2) Given the reactants Cl[C:2]1[N:3]=[C:4]([CH2:29][C:30]([CH3:33])([CH3:32])[CH3:31])[CH:5]=[C:6]2[C@@H:11]([NH:12][CH2:13][C@H:14]([C@@H:16]([NH:20][C:21](=[O:25])[CH2:22][O:23][CH3:24])[CH2:17][CH:18]=[CH2:19])[OH:15])[CH2:10][C:9]3([CH2:28][CH2:27][CH2:26]3)[O:8][C:7]=12.[CH3:34][N:35]1[CH:39]=[CH:38][N:37]=[C:36]1[Sn](CCCC)(CCCC)CCCC, predict the reaction product. The product is: [CH3:32][C:30]([CH3:31])([CH3:33])[CH2:29][C:4]1[CH:5]=[C:6]2[C@@H:11]([NH:12][CH2:13][C@H:14]([C@@H:16]([NH:20][C:21](=[O:25])[CH2:22][O:23][CH3:24])[CH2:17][CH:18]=[CH2:19])[OH:15])[CH2:10][C:9]3([CH2:28][CH2:27][CH2:26]3)[O:8][C:7]2=[C:2]([C:36]2[N:35]([CH3:34])[CH:39]=[CH:38][N:37]=2)[N:3]=1. (3) Given the reactants [O:1]1[C:9]2[C:4](=[N:5][CH:6]=[CH:7][CH:8]=2)[N:3]=[CH:2]1.C([Mg]Cl)(C)C.[C:15]([O:19][C:20]([NH:22][C@@H:23]([CH2:26][CH3:27])[CH:24]=[O:25])=[O:21])([CH3:18])([CH3:17])[CH3:16], predict the reaction product. The product is: [C:15]([O:19][C:20]([NH:22][C@@H:23]([CH2:26][CH3:27])[CH:24]([C:2]1[O:1][C:9]2[C:4]([N:3]=1)=[N:5][CH:6]=[CH:7][CH:8]=2)[OH:25])=[O:21])([CH3:18])([CH3:17])[CH3:16]. (4) Given the reactants [CH3:1][C:2]1[CH:7]=[C:6]([CH3:8])[NH:5][C:4](=[O:9])[C:3]=1[CH2:10][NH:11][C:12](=[O:37])[C:13]1[CH:18]=[C:17]([C:19]#[C:20][CH:21]2[CH2:26][CH2:25][NH:24][CH2:23][CH2:22]2)[CH:16]=[C:15]([N:27]([CH2:34][CH3:35])[CH:28]2[CH2:33][CH2:32][O:31][CH2:30][CH2:29]2)[C:14]=1[CH3:36].[CH2:38]=O.O.[Na], predict the reaction product. The product is: [CH3:1][C:2]1[CH:7]=[C:6]([CH3:8])[NH:5][C:4](=[O:9])[C:3]=1[CH2:10][NH:11][C:12](=[O:37])[C:13]1[CH:18]=[C:17]([C:19]#[C:20][CH:21]2[CH2:26][CH2:25][N:24]([CH3:38])[CH2:23][CH2:22]2)[CH:16]=[C:15]([N:27]([CH2:34][CH3:35])[CH:28]2[CH2:33][CH2:32][O:31][CH2:30][CH2:29]2)[C:14]=1[CH3:36]. (5) Given the reactants [C:1]1([OH:7])[CH:6]=[CH:5][CH:4]=[CH:3][CH:2]=1.[H-].[Na+].[C:10]1([S:16]([NH:19][C:20]([C:22]2[N:27]=[C:26]3[N:28]([CH2:32][C:33]4[CH:38]=[CH:37][C:36]([CH2:39]OS(C)(=O)=O)=[CH:35][C:34]=4[Cl:45])[C:29]([CH3:31])=[N:30][C:25]3=[CH:24][CH:23]=2)=[O:21])(=[O:18])=[O:17])[CH:15]=[CH:14][CH:13]=[CH:12][CH:11]=1.Cl, predict the reaction product. The product is: [C:10]1([S:16]([NH:19][C:20]([C:22]2[N:27]=[C:26]3[N:28]([CH2:32][C:33]4[CH:38]=[CH:37][C:36]([CH2:39][O:7][C:1]5[CH:6]=[CH:5][CH:4]=[CH:3][CH:2]=5)=[CH:35][C:34]=4[Cl:45])[C:29]([CH3:31])=[N:30][C:25]3=[CH:24][CH:23]=2)=[O:21])(=[O:17])=[O:18])[CH:15]=[CH:14][CH:13]=[CH:12][CH:11]=1. (6) The product is: [CH3:21][S:22]([CH2:25][C:26]([N:10]1[CH2:9][C@H:8]([NH:7][C:6](=[O:20])[O:5][C:1]([CH3:4])([CH3:2])[CH3:3])[C:14](=[O:15])[NH:13][C:12]2[CH:16]=[CH:17][CH:18]=[CH:19][C:11]1=2)=[O:27])(=[O:24])=[O:23]. Given the reactants [C:1]([O:5][C:6](=[O:20])[NH:7][C@@H:8]1[C:14](=[O:15])[NH:13][C:12]2[CH:16]=[CH:17][CH:18]=[CH:19][C:11]=2[NH:10][CH2:9]1)([CH3:4])([CH3:3])[CH3:2].[CH3:21][S:22]([CH2:25][C:26](O)=[O:27])(=[O:24])=[O:23].O=P(Cl)(Cl)Cl, predict the reaction product. (7) Given the reactants [CH2:1]([OH:23])[C@H:2]1[O:7][C@H:6]([O:8][CH2:9][C@H:10]2[O:15][C@H:14]([OH:16])[C@@H:13]([OH:17])[C@@H:12]([OH:18])[C@@H:11]2[OH:19])[C@@H:5]([OH:20])[C@@H:4]([OH:21])[C@@H:3]1[OH:22].S(C(N1C(=O)CCC1=O)(CSSCC(S(O)(=O)=O)(N1C(=O)CCC1=O)C([O-])=O)C([O-])=O)(O)(=O)=O.C(O)C(N)(CO)CO.C[C@@H]1O[C@@H](O[C@@H]2C3=C(O)C4C(=O)C5C(=CC=CC=5OC)C(=O)C=4C(O)=C3C[C@@](O)(C(CO)=O)C2)C[C@H](N)[C@@H]1O, predict the reaction product. The product is: [CH2:1]([OH:23])[C@H:2]1[O:7][C@@H:6]([O:8][C@H:9]2[C@H:12]([OH:18])[C@H:13]([OH:17])[CH:14]([OH:16])[O:15][C@@H:10]2[CH2:11][OH:19])[C@@H:5]([OH:20])[C@@H:4]([OH:21])[C@@H:3]1[OH:22].